Dataset: Forward reaction prediction with 1.9M reactions from USPTO patents (1976-2016). Task: Predict the product of the given reaction. (1) Given the reactants [F:1][C:2]1[C:7]([F:8])=[CH:6][CH:5]=[CH:4][C:3]=1[C:9]1[N:17]=[C:12]2[CH:13]=[N:14][NH:15][CH:16]=[C:11]2[N:10]=1.Cl[CH2:19][C:20]1[O:24][N:23]=[C:22]([C:25]2[CH:37]=[CH:36][C:28]([CH2:29][C:30]3[CH:35]=[CH:34][CH:33]=[CH:32][N:31]=3)=[CH:27][CH:26]=2)[CH:21]=1, predict the reaction product. The product is: [F:1][C:2]1[C:7]([F:8])=[CH:6][CH:5]=[CH:4][C:3]=1[C:9]1[N:17]=[C:12]2[CH:13]=[N:14][N:15]([CH2:19][C:20]3[O:24][N:23]=[C:22]([C:25]4[CH:26]=[CH:27][C:28]([CH2:29][C:30]5[CH:35]=[CH:34][CH:33]=[CH:32][N:31]=5)=[CH:36][CH:37]=4)[CH:21]=3)[CH:16]=[C:11]2[N:10]=1. (2) Given the reactants [NH2:1][CH:2]([C:4]1[CH:5]=[C:6]([Cl:24])[C:7]2[N:8]([CH:21]=[N:22][CH:23]=2)[C:9]=1[N:10]1[CH2:15][CH2:14][N:13]([C:16](=[O:20])[CH2:17][C:18]#[N:19])[CH2:12][CH2:11]1)[CH3:3].Br[C:26]1[N:34]=[CH:33][N:32]=[C:31]2[C:27]=1[N:28]=[CH:29][N:30]2C1CCCCO1.C(N(CC)C(C)C)(C)C.Cl.O1CCOCC1, predict the reaction product. The product is: [Cl:24][C:6]1[C:7]2[N:8]([CH:21]=[N:22][CH:23]=2)[C:9]([N:10]2[CH2:11][CH2:12][N:13]([C:16](=[O:20])[CH2:17][C:18]#[N:19])[CH2:14][CH2:15]2)=[C:4]([CH:2]([NH:1][C:26]2[N:34]=[CH:33][N:32]=[C:31]3[C:27]=2[N:28]=[CH:29][NH:30]3)[CH3:3])[CH:5]=1. (3) The product is: [Br:17][CH2:18][CH2:19][CH2:20][CH2:21][CH2:22][CH2:23][CH2:24][CH2:25][C:2]1[CH:6]=[CH:5][S:4][CH:3]=1. Given the reactants Br[C:2]1[CH:6]=[CH:5][S:4][CH:3]=1.[Li]CCCC.C1COCC1.[Br:17][CH2:18][CH2:19][CH2:20][CH2:21][CH2:22][CH2:23][CH2:24][CH2:25]Br, predict the reaction product. (4) Given the reactants Cl.[CH2:2]([NH:10][C:11](=[O:32])[CH2:12][CH2:13][C@H:14]([OH:31])[C@@H:15]([NH:23][C:24](=[O:30])[C@@H:25]([NH2:29])[CH:26]([CH3:28])[CH3:27])[CH2:16][C:17]1[CH:22]=[CH:21][CH:20]=[CH:19][CH:18]=1)[CH2:3][C:4]1[CH:9]=[CH:8][CH:7]=[CH:6][CH:5]=1.[CH3:33][O:34][C:35]1[CH:40]=[CH:39][C:38]([O:41][C:42]([F:45])([F:44])[F:43])=[CH:37][C:36]=1[CH2:46][C:47](O)=[O:48].C(N(C(C)C)C(C)C)C.CN(C(ON1N=NC2C=CC=NC1=2)=[N+](C)C)C.F[P-](F)(F)(F)(F)F.C(=O)([O-])O.[Na+], predict the reaction product. The product is: [CH2:2]([NH:10][C:11](=[O:32])[CH2:12][CH2:13][C@H:14]([OH:31])[C@@H:15]([NH:23][C:24](=[O:30])[C@@H:25]([NH:29][C:47](=[O:48])[CH2:46][C:36]1[CH:37]=[C:38]([O:41][C:42]([F:43])([F:45])[F:44])[CH:39]=[CH:40][C:35]=1[O:34][CH3:33])[CH:26]([CH3:28])[CH3:27])[CH2:16][C:17]1[CH:18]=[CH:19][CH:20]=[CH:21][CH:22]=1)[CH2:3][C:4]1[CH:5]=[CH:6][CH:7]=[CH:8][CH:9]=1. (5) Given the reactants [OH:1][N:2]1[C:6](=[O:7])[C:5]2=[CH:8][CH:9]=[CH:10][CH:11]=[C:4]2[C:3]1=[O:12].C1(P(C2C=CC=CC=2)C2C=CC=CC=2)C=CC=CC=1.[CH3:32][O:33]/[N:34]=[C:35](/[C:37]1[CH:42]=[CH:41][CH:40]=[C:39]([C:43]#[C:44][CH2:45]O)[N:38]=1)\[CH3:36].CC(OC(/N=N/C(OC(C)C)=O)=O)C, predict the reaction product. The product is: [CH3:32][O:33]/[N:34]=[C:35](/[C:37]1[N:38]=[C:39]([C:43]#[C:44][CH2:45][O:1][N:2]2[C:3](=[O:12])[C:4]3[C:5](=[CH:8][CH:9]=[CH:10][CH:11]=3)[C:6]2=[O:7])[CH:40]=[CH:41][CH:42]=1)\[CH3:36]. (6) Given the reactants CO[C:3](=[O:13])[C:4]1[C:9]([I:10])=[CH:8][CH:7]=[CH:6][C:5]=1[CH2:11]Br.[Cl:14][C:15]1[CH:22]=[CH:21][C:18]([CH2:19][NH2:20])=[CH:17][CH:16]=1.C([O-])([O-])=O.[K+].[K+].C(OCC)(=O)C, predict the reaction product. The product is: [Cl:14][C:15]1[CH:22]=[CH:21][C:18]([CH2:19][N:20]2[CH2:11][C:5]3[C:4](=[C:9]([I:10])[CH:8]=[CH:7][CH:6]=3)[C:3]2=[O:13])=[CH:17][CH:16]=1.